The task is: Predict the reaction yield, written as a fraction of the theoretical maximum amount of product (1.0 means a 100% yield; for example, 0.34 means a 34% yield).. This data is from Reaction yield outcomes from USPTO patents with 853,638 reactions. (1) The reactants are [CH2:1]([NH:3][C:4]([NH:6][C:7]1[S:8][C:9]2[C:15]([C:16]3[N:20]=[C:19]([CH3:21])[O:18][N:17]=3)=[CH:14][C:13]([C:22]3[CH:23]=[N:24][C:25]([N:28]4[CH2:33][CH2:32][C:31]([CH3:39])([C:34]([O:36]CC)=[O:35])[CH2:30][CH2:29]4)=[N:26][CH:27]=3)=[CH:12][C:10]=2[N:11]=1)=[O:5])[CH3:2].[OH-].[Na+].Cl. The catalyst is CCO. The product is [CH2:1]([NH:3][C:4]([NH:6][C:7]1[S:8][C:9]2[C:15]([C:16]3[N:20]=[C:19]([CH3:21])[O:18][N:17]=3)=[CH:14][C:13]([C:22]3[CH:27]=[N:26][C:25]([N:28]4[CH2:29][CH2:30][C:31]([CH3:39])([C:34]([OH:36])=[O:35])[CH2:32][CH2:33]4)=[N:24][CH:23]=3)=[CH:12][C:10]=2[N:11]=1)=[O:5])[CH3:2]. The yield is 0.890. (2) The reactants are [F:1][C:2]1[CH:3]=[C:4]([OH:9])[CH:5]=[C:6](Br)[CH:7]=1.CCN(CC)CC.[CH3:17][O:18][C:19](=[O:45])[C@@H:20]([NH:30][C:31]([C:33]1[C:34]([CH3:44])=[N:35][C:36]([NH:40][CH2:41][C:42]#[CH:43])=[N:37][C:38]=1[CH3:39])=[O:32])[CH2:21][NH:22][C:23]([C:25]1[S:26][CH:27]=[CH:28][CH:29]=1)=[O:24]. The catalyst is CN(C=O)C.Cl[Pd](Cl)([P](C1C=CC=CC=1)(C1C=CC=CC=1)C1C=CC=CC=1)[P](C1C=CC=CC=1)(C1C=CC=CC=1)C1C=CC=CC=1.[Cu]I. The product is [CH3:17][O:18][C:19](=[O:45])[C@@H:20]([NH:30][C:31]([C:33]1[C:38]([CH3:39])=[N:37][C:36]([NH:40][CH2:41][C:42]#[C:43][C:6]2[CH:5]=[C:4]([OH:9])[CH:3]=[C:2]([F:1])[CH:7]=2)=[N:35][C:34]=1[CH3:44])=[O:32])[CH2:21][NH:22][C:23]([C:25]1[S:26][CH:27]=[CH:28][CH:29]=1)=[O:24]. The yield is 0.400.